From a dataset of Merck oncology drug combination screen with 23,052 pairs across 39 cell lines. Regression. Given two drug SMILES strings and cell line genomic features, predict the synergy score measuring deviation from expected non-interaction effect. (1) Synergy scores: synergy=-15.8. Cell line: UACC62. Drug 1: NC(=O)c1cccc2cn(-c3ccc(C4CCCNC4)cc3)nc12. Drug 2: COC1=C2CC(C)CC(OC)C(O)C(C)C=C(C)C(OC(N)=O)C(OC)C=CC=C(C)C(=O)NC(=CC1=O)C2=O. (2) Drug 1: CC1(c2nc3c(C(N)=O)cccc3[nH]2)CCCN1. Drug 2: COC1CC2CCC(C)C(O)(O2)C(=O)C(=O)N2CCCCC2C(=O)OC(C(C)CC2CCC(OP(C)(C)=O)C(OC)C2)CC(=O)C(C)C=C(C)C(O)C(OC)C(=O)C(C)CC(C)C=CC=CC=C1C. Cell line: LNCAP. Synergy scores: synergy=-1.77.